Dataset: Catalyst prediction with 721,799 reactions and 888 catalyst types from USPTO. Task: Predict which catalyst facilitates the given reaction. Reactant: [CH3:1][Mg]Br.CON(C)[C:7]([CH:9]1[CH2:12][N:11]([C:13]([O:15][C:16]([CH3:19])([CH3:18])[CH3:17])=[O:14])[CH2:10]1)=[O:8]. Product: [C:7]([CH:9]1[CH2:10][N:11]([C:13]([O:15][C:16]([CH3:17])([CH3:18])[CH3:19])=[O:14])[CH2:12]1)(=[O:8])[CH3:1]. The catalyst class is: 1.